This data is from Experimentally validated miRNA-target interactions with 360,000+ pairs, plus equal number of negative samples. The task is: Binary Classification. Given a miRNA mature sequence and a target amino acid sequence, predict their likelihood of interaction. (1) The miRNA is hsa-miR-4252 with sequence GGCCACUGAGUCAGCACCA. The protein sequence of the target gene is MSASAQQLAEELQIFGLDCEEALIEKLVELCVQYGQNEEGMVGELIAFCTSTHKVGLTSEILNSFEHEFLSKRLSKARHSTCKDSGHAGARDIVSIQELIEVEEEEEILLNSYTTPSKGSQKRAISTPETPLTKRSVSTRSPHQLLSPSSFSPSATPSQKYNSRSNRGEVVTSFGLAQGVSWSGRGGAGNISLKVLGCPEALTGSYKSMFQKLPDIREVLTCKIEELGSELKEHYKIEAFTPLLAPAQEPVTLLGQIGCDSNGKLNNKSVILEGDREHSSGAQIPVDLSELKEYSLFPGQ.... Result: 1 (interaction). (2) The miRNA is hsa-miR-30b-3p with sequence CUGGGAGGUGGAUGUUUACUUC. The protein sequence of the target gene is MESLLENPVRAVLYLKELTAIVQNQQSLIHTQRERIDELERRLDELSAENRSLWEHQQLLQAQPPPGLVPPSSAPLPAAPATAPAAAARAQEPLQDQGQRSAAAPHPAPDRPPRQHHGQLLEQPQRGPGSRAHTPQSPHKHLGTQGAVTDKEKERPPSCCAAAGALLQHKSPSALGKGVLSRRPENETVLHQFCCPAADACSDLASQSDGSCTQAGGGMEDSVVAAAAVAAGRPSAHAPKAQAQELQEEEERPGAGAASPRAGPQHKASPGRQQPALATALCPHAPAASDYELSLDLKNK.... Result: 1 (interaction). (3) The miRNA is hsa-miR-3941 with sequence UUACACACAACUGAGGAUCAUA. The protein sequence of the target gene is MLPPPRPAAALALPVLLLLLVVLTPPPTGARPSPGPDYLRRGWMRLLAEGEGCAPCRPEECAAPRGCLAGRVRDACGCCWECANLEGQLCDLDPSAHFYGHCGEQLECRLDTGGDLSRGEVPEPLCACRSQSPLCGSDGHTYSQICRLQEAARARPDANLTVAHPGPCESGPQIVSHPYDTWNVTGQDVIFGCEVFAYPMASIEWRKDGLDIQLPGDDPHISVQFRGGPQRFEVTGWLQIQAVRPSDEGTYRCLGRNALGQVEAPASLTVLTPDQLNSTGIPQLRSLNLVPEEEAESEEN.... Result: 0 (no interaction). (4) The miRNA is hsa-miR-6859-3p with sequence UGACCCCCAUGUCGCCUCUGUAG. The protein sequence of the target gene is MVPKSDQLLIVVSILEGRHFPKRPKHLLVVEAKFDGEQLATDPVDHTDQPEFATELAWEIDRKVLHQHRLQRTPIKLQCFALDPQTSAKETVGYIVLDLRTAQETKQAPKWYQLLSNKYTKFKAEVQISLTLETDTKAQVDSYKAKAAPPRDGKVLASLAGVDPKDIVAVLNEEGGYHQIGPAEHCTDPFILSVTIAFATQLEQLIPCTMKLPERQPEFFFYYSLLGNDVTNEPFSDLINPNFEPERASVRIRSSVEILRVYLALHSKLQIHLCCGDQSLGSTEIPLNGLLKKGSTEINQ.... Result: 0 (no interaction). (5) The miRNA is hsa-miR-7703 with sequence UUGCACUCUGGCCUUCUCCCAGG. The protein sequence of the target gene is MERNVLTTFSQEMSQLILNEMPKAEYSSLFNDFVESEFFLIDGDSLLITCICEISFKPGQNLHFFYLVERYLVDLISKGGQFTIVFFKDAEYAYFNFPELLSLRTALILHLQKNTTIDVRTTFSRCLSKEWGSFLEESYPYFLIVADEGLNDLQTQLFNFLIIHSWARKVNVVLSSGQESDVLCLYAYLLPSMYRHQIFSWKNKQNIKDAYTTLLNQLERFKLSALAPLFGSLKWNNITEEAHKTVSLLTQVWPEGSDIRRVFCVTSCSLSLRMYHRFLGNREPSSGQETEIQQVNSNCL.... Result: 0 (no interaction). (6) Result: 1 (interaction). The miRNA is hsa-miR-548ae-3p with sequence CAAAAACUGCAAUUACUUUCA. The protein sequence of the target gene is MTPELMIKACSFYTGHLVKTHFCTWRDIARTNENVVLAEKMNRAVTCYNFRLQKSVFHHWHSYMEDQKEKLKNILLRIQQIIYCHKLTIILTKWRNTARHKSKKKEDELILKHELQLKKWKNRLILKRAAAEESNFPERSSSEVFLVDETLKCDISLLPERAILQIFFYLSLKDVIICGQVNHAWMLMTQLNSLWNAIDFSSVKNVIPDKYIVSTLQRWRLNVLRLNFRGCLLRPKTFRSVSHCRNLQELNVSDCPTFTDESMRHISEGCPGVLCLNLSNTTITNRTMRLLPRHFHNLQN.... (7) The miRNA is mmu-miR-669a-3p with sequence ACAUAACAUACACACACACGUAU. The protein sequence of the target gene is MAEQVALSRTQVCGILREELYQGDAFHQADTHIFIIMGASGDLAKKKIYPTIWWLFRDGLLPEDTFIVGYARSRLTVDDIRKQSEPFFKVTPEERPKLEEFFARNSYVAGQYDDPASYKHLNSHMNALHQGMQANRLFYLALPPTVYEAVTKNIQEICMSQTGWNRIIVEKPFGRDLQSSNQLSNHISSLFREDQIYRIDHYLGKEMVQNLMVLRFANRIFGPIWNRDNIACVILTFKEPFGTEGRGGYFDEFGIIRDVMQNHLLQMLCLVAMEKPASTDSDDVRDEKVKVLKCISEVET.... Result: 0 (no interaction). (8) The miRNA is hsa-miR-6773-3p with sequence ACUGUCACUUCUCUGCCCAUAG. The protein sequence of the target gene is MTMRHCWTAGPSSWWVLLLYVHVILARATSAPQTTATVLTGSSKDPCSSWSPAVPTKQYPALDVIWPEKEVPLNGTLTLSCTACSRFPYFSILYWLGNGSFIEHLPGRLKEGHTSREHRNTSTWLHRALVLEELSPTLRSTNFSCLFVDPGQVAQYHIILAQLWDGLKTAPSPSQETLSSHSPVSRSAGPGVA. Result: 0 (no interaction). (9) The miRNA is hsa-miR-222-3p with sequence AGCUACAUCUGGCUACUGGGU. The protein sequence of the target gene is MGDWMTVTDPGLSSESKTISQYTSETKMSPSSLYSQQVLCSSIPLSKNVHSFFSAFCTEDNIEQSISYLDQELTTFGFPSLYEESKGKETKRELNIVAVLNCMNELLVLQRKNLLAQENVETQNLKLGSDMDHLQSCYSKLKEQLETSRREMIGLQERDRQLQCKNRNLHQLLKNEKDEVQKLQNIIASRATQYNHDMKRKEREYNKLKERLHQLVMNKKDKKIAMDILNYVGRADGKRGSWRTGKTEARNEDEMYKILLNDYEYRQKQILMENAELKKVLQQMKKEMISLLSPQKKKPR.... Result: 1 (interaction). (10) The miRNA is hsa-miR-1307-5p with sequence UCGACCGGACCUCGACCGGCU. The protein sequence of the target gene is MAIQARRMPEDPSTACEDLKFFEKRLTEVITYMGPTCTRWRIAIVIFAVLVGVIGSKYFANEKIEIFQIPMIDMFLTTHLDFTLCFFVGLLLFAVFGVHRRIVAPTIVARRCRDALSPFSLSCDHNGKLIVKPAVRNSAP. Result: 0 (no interaction).